Regression. Given two drug SMILES strings and cell line genomic features, predict the synergy score measuring deviation from expected non-interaction effect. From a dataset of NCI-60 drug combinations with 297,098 pairs across 59 cell lines. (1) Drug 1: CC1C(C(=O)NC(C(=O)N2CCCC2C(=O)N(CC(=O)N(C(C(=O)O1)C(C)C)C)C)C(C)C)NC(=O)C3=C4C(=C(C=C3)C)OC5=C(C(=O)C(=C(C5=N4)C(=O)NC6C(OC(=O)C(N(C(=O)CN(C(=O)C7CCCN7C(=O)C(NC6=O)C(C)C)C)C)C(C)C)C)N)C. Drug 2: COC1=C2C(=CC3=C1OC=C3)C=CC(=O)O2. Cell line: BT-549. Synergy scores: CSS=2.68, Synergy_ZIP=-13.2, Synergy_Bliss=-17.8, Synergy_Loewe=-46.5, Synergy_HSA=-16.6. (2) Drug 1: CC1C(C(CC(O1)OC2CC(OC(C2O)C)OC3=CC4=CC5=C(C(=O)C(C(C5)C(C(=O)C(C(C)O)O)OC)OC6CC(C(C(O6)C)O)OC7CC(C(C(O7)C)O)OC8CC(C(C(O8)C)O)(C)O)C(=C4C(=C3C)O)O)O)O. Drug 2: CN1C2=C(C=C(C=C2)N(CCCl)CCCl)N=C1CCCC(=O)O.Cl. Cell line: SK-OV-3. Synergy scores: CSS=19.5, Synergy_ZIP=-0.910, Synergy_Bliss=-1.10, Synergy_Loewe=-37.1, Synergy_HSA=-1.00. (3) Drug 1: C1CC(=O)NC(=O)C1N2CC3=C(C2=O)C=CC=C3N. Drug 2: CC1=C(C(CCC1)(C)C)C=CC(=CC=CC(=CC(=O)O)C)C. Cell line: NCI-H322M. Synergy scores: CSS=1.55, Synergy_ZIP=-0.531, Synergy_Bliss=-3.40, Synergy_Loewe=-0.243, Synergy_HSA=-1.86. (4) Drug 1: C1CN1P(=S)(N2CC2)N3CC3. Synergy scores: CSS=2.85, Synergy_ZIP=1.82, Synergy_Bliss=5.11, Synergy_Loewe=-2.36, Synergy_HSA=0.232. Drug 2: CNC(=O)C1=NC=CC(=C1)OC2=CC=C(C=C2)NC(=O)NC3=CC(=C(C=C3)Cl)C(F)(F)F. Cell line: HCC-2998. (5) Cell line: PC-3. Drug 2: C1C(C(OC1N2C=NC(=NC2=O)N)CO)O. Drug 1: CC1=C(C=C(C=C1)C(=O)NC2=CC(=CC(=C2)C(F)(F)F)N3C=C(N=C3)C)NC4=NC=CC(=N4)C5=CN=CC=C5. Synergy scores: CSS=11.2, Synergy_ZIP=2.01, Synergy_Bliss=3.05, Synergy_Loewe=-2.54, Synergy_HSA=2.54. (6) Drug 1: COC1=C(C=C2C(=C1)N=CN=C2NC3=CC(=C(C=C3)F)Cl)OCCCN4CCOCC4. Drug 2: CCC1=C2CN3C(=CC4=C(C3=O)COC(=O)C4(CC)O)C2=NC5=C1C=C(C=C5)O. Cell line: SK-MEL-28. Synergy scores: CSS=27.7, Synergy_ZIP=-5.24, Synergy_Bliss=3.86, Synergy_Loewe=-9.61, Synergy_HSA=4.14.